Dataset: Full USPTO retrosynthesis dataset with 1.9M reactions from patents (1976-2016). Task: Predict the reactants needed to synthesize the given product. (1) Given the product [C:1]([C:4]1[CH:13]=[C:12]([O:14][CH2:15][C:16]2[CH:21]=[CH:20][CH:19]=[CH:18][CH:17]=2)[CH:11]=[C:10]2[C:5]=1[CH:6]=[CH:7][C:8](=[O:22])[NH:9]2)(=[O:3])[CH3:2], predict the reactants needed to synthesize it. The reactants are: [C:1]([C:4]1[CH:13]=[C:12]([O:14][CH2:15][C:16]2[CH:21]=[CH:20][CH:19]=[CH:18][CH:17]=2)[CH:11]=[C:10]2[C:5]=1[CH2:6][CH2:7][C:8](=[O:22])[NH:9]2)(=[O:3])[CH3:2].ClC1C(=O)C(C#N)=C(C#N)C(=O)C=1Cl. (2) Given the product [CH2:10]([O:9][CH:8]([O:12][CH2:13][CH3:14])[C:5]1[CH:6]=[CH:7][C:2]([C:22]([OH:23])([CH3:24])[CH3:21])=[CH:3][C:4]=1[F:15])[CH3:11], predict the reactants needed to synthesize it. The reactants are: Br[C:2]1[CH:7]=[CH:6][C:5]([CH:8]([O:12][CH2:13][CH3:14])[O:9][CH2:10][CH3:11])=[C:4]([F:15])[CH:3]=1.[Li]CCCC.[CH3:21][C:22]([CH3:24])=[O:23]. (3) Given the product [OH:8][C:9]1[CH:10]=[CH:11][C:12]2[N:13]([N:18]=[CH:19][C:20]=2[C:21]([O:23][CH3:24])=[O:22])[C:14]=1[CH2:15][O:16][CH3:17], predict the reactants needed to synthesize it. The reactants are: C([O:8][C:9]1[CH:10]=[CH:11][C:12]2[N:13]([N:18]=[CH:19][C:20]=2[C:21]([O:23][CH3:24])=[O:22])[C:14]=1[CH2:15][O:16][CH3:17])C1C=CC=CC=1. (4) Given the product [CH2:1]([CH:8]1[N:13]([CH3:14])[C:12](=[O:15])[C:11](=[CH:16][C:17]2[C:22]([F:23])=[C:21]([F:24])[CH:20]=[CH:19][C:18]=2[C:29]#[N:30])[N:10]([CH3:26])[C:9]1=[O:27])[C:2]1[CH:7]=[CH:6][CH:5]=[CH:4][CH:3]=1, predict the reactants needed to synthesize it. The reactants are: [CH2:1]([CH:8]1[N:13]([CH3:14])[C:12](=[O:15])[C:11](=[CH:16][C:17]2[C:22]([F:23])=[C:21]([F:24])[CH:20]=[CH:19][C:18]=2Br)[N:10]([CH3:26])[C:9]1=[O:27])[C:2]1[CH:7]=[CH:6][CH:5]=[CH:4][CH:3]=1.[Cu][C:29]#[N:30]. (5) Given the product [C:1]([O:5][C:6](=[O:33])[NH:7][C@:8]([CH3:32])([C:11]1[CH:20]=[CH:19][C:18]2[C:13](=[CH:14][CH:15]=[C:16]([O:21][C@H:22]3[CH2:23][CH2:24][C@H:25]([C:28]([F:30])([F:31])[F:29])[CH2:26][CH2:27]3)[CH:17]=2)[CH:12]=1)[CH2:9][O:10][P:42]([O:43][C:44]([CH3:45])([CH3:46])[CH3:47])([O:48][C:49]([CH3:50])([CH3:51])[CH3:52])=[O:55])([CH3:4])([CH3:2])[CH3:3], predict the reactants needed to synthesize it. The reactants are: [C:1]([O:5][C:6](=[O:33])[NH:7][C@:8]([CH3:32])([C:11]1[CH:20]=[CH:19][C:18]2[C:13](=[CH:14][CH:15]=[C:16]([O:21][C@H:22]3[CH2:27][CH2:26][C@H:25]([C:28]([F:31])([F:30])[F:29])[CH2:24][CH2:23]3)[CH:17]=2)[CH:12]=1)[CH2:9][OH:10])([CH3:4])([CH3:3])[CH3:2].N1C=NN=N1.C(N(CC)[P:42]([O:48][C:49]([CH3:52])([CH3:51])[CH3:50])[O:43][C:44]([CH3:47])([CH3:46])[CH3:45])C.[OH:55]O.